From a dataset of Forward reaction prediction with 1.9M reactions from USPTO patents (1976-2016). Predict the product of the given reaction. (1) Given the reactants F[C:2]1[CH:9]=[CH:8][C:7]([C:10]2[CH:15]=[CH:14][N:13]=[C:12]3[N:16]([S:31]([C:34]4[CH:39]=[CH:38][CH:37]=[CH:36][CH:35]=4)(=[O:33])=[O:32])[C:17]([C:19]4[CH:24]=[CH:23][C:22]([N:25]5[CH2:30][CH2:29][O:28][CH2:27][CH2:26]5)=[CH:21][CH:20]=4)=[CH:18][C:11]=23)=[CH:6][C:3]=1[C:4]#[N:5].[CH3:40][S-:41].[Na+].C1(C)C=CC=CC=1, predict the reaction product. The product is: [CH3:40][S:41][C:2]1[CH:9]=[CH:8][C:7]([C:10]2[CH:15]=[CH:14][N:13]=[C:12]3[N:16]([S:31]([C:34]4[CH:39]=[CH:38][CH:37]=[CH:36][CH:35]=4)(=[O:33])=[O:32])[C:17]([C:19]4[CH:24]=[CH:23][C:22]([N:25]5[CH2:30][CH2:29][O:28][CH2:27][CH2:26]5)=[CH:21][CH:20]=4)=[CH:18][C:11]=23)=[CH:6][C:3]=1[C:4]#[N:5]. (2) Given the reactants [Cl-].[Al+3].[Cl-].[Cl-].[CH:5]1[CH:10]=[CH:9][CH:8]=[CH:7][CH:6]=1.[CH3:11][CH:12]([CH2:17][C:18]([CH3:21])([CH3:20])[CH3:19])[CH2:13][C:14](Cl)=[O:15], predict the reaction product. The product is: [CH3:11][CH:12]([CH2:17][C:18]([CH3:21])([CH3:20])[CH3:19])[CH2:13][C:14]([C:5]1[CH:10]=[CH:9][CH:8]=[CH:7][CH:6]=1)=[O:15]. (3) Given the reactants C(OC(=O)[NH:7][CH:8]1[C:17]2[C:12](=[CH:13][C:14]([C:18]([CH2:20][N:21]3[CH2:26][CH2:25][CH2:24][CH2:23][CH2:22]3)=[CH2:19])=[CH:15][CH:16]=2)[CH2:11][CH2:10][CH2:9]1)(C)(C)C.C(O)(C(F)(F)F)=O, predict the reaction product. The product is: [N:21]1([CH2:20][C:18]([C:14]2[CH:13]=[C:12]3[C:17](=[CH:16][CH:15]=2)[CH:8]([NH2:7])[CH2:9][CH2:10][CH2:11]3)=[CH2:19])[CH2:22][CH2:23][CH2:24][CH2:25][CH2:26]1. (4) The product is: [CH3:8][C:6]1[CH:5]=[CH:4][N:3]=[C:2]([C:9]2[CH:14]=[CH:13][CH:12]=[CH:11][CH:10]=2)[CH:7]=1. Given the reactants Cl[C:2]1[CH:7]=[C:6]([CH3:8])[CH:5]=[CH:4][N:3]=1.[C:9]1(B(O)O)[CH:14]=[CH:13][CH:12]=[CH:11][CH:10]=1.C(=O)([O-])[O-].[K+].[K+].C(COC)OC, predict the reaction product. (5) Given the reactants [C:1]1([C:7](=[CH:11][C:12]2[CH:17]=[CH:16][C:15]([OH:18])=[C:14]([O:19][CH3:20])[CH:13]=2)C(O)=O)[CH:6]=[CH:5][CH:4]=[CH:3][CH:2]=1.C([O-])(O)=O.[Na+].CC1NC=CN=1, predict the reaction product. The product is: [OH:18][C:15]1[CH:16]=[CH:17][C:12]([CH:11]=[CH:7][C:1]2[CH:2]=[CH:3][CH:4]=[CH:5][CH:6]=2)=[CH:13][C:14]=1[O:19][CH3:20]. (6) The product is: [CH2:1]([N:4]1[C:13]2[C:8](=[CH:9][C:10]([C:14]([OH:16])=[O:15])=[CH:11][CH:12]=2)[CH2:7][CH2:6][CH2:5]1)[CH:2]=[CH2:3]. Given the reactants [CH2:1]([N:4]1[C:13]2[C:8](=[CH:9][C:10]([C:14]([O:16]CC=C)=[O:15])=[CH:11][CH:12]=2)[CH2:7][CH2:6][CH2:5]1)[CH:2]=[CH2:3].O.[OH-].[Li+], predict the reaction product. (7) The product is: [NH2:7][CH:8]1[CH2:11][N:10]([C:12]2[CH:17]=[CH:16][N:15]=[C:14]([NH:18][CH2:19][CH2:20][CH2:21][CH3:22])[N:13]=2)[CH2:9]1. Given the reactants C(OC(=O)[NH:7][CH:8]1[CH2:11][N:10]([C:12]2[CH:17]=[CH:16][N:15]=[C:14]([NH:18][CH2:19][CH2:20][CH2:21][CH3:22])[N:13]=2)[CH2:9]1)(C)(C)C.Cl.CO, predict the reaction product.